This data is from Full USPTO retrosynthesis dataset with 1.9M reactions from patents (1976-2016). The task is: Predict the reactants needed to synthesize the given product. (1) Given the product [Cl:30][C:23]1[CH:24]=[C:25]([O:28][CH3:29])[CH:26]=[CH:27][C:22]=1[C:16]1[N:15]2[N:14]=[C:39]([CH3:40])[C:38]([C:37]([O:42][CH2:43][CH3:44])=[O:41])=[C:20]2[CH:19]=[CH:18][C:17]=1[CH3:21], predict the reactants needed to synthesize it. The reactants are: CC1C=C(C)C=C(C)C=1S([O-])(=O)=O.[NH2:14][N+:15]1[CH:20]=[CH:19][CH:18]=[C:17]([CH3:21])[C:16]=1[C:22]1[CH:27]=[CH:26][C:25]([O:28][CH3:29])=[CH:24][C:23]=1[Cl:30].C([O-])([O-])=O.[K+].[K+].[C:37]([O:42][CH2:43][CH3:44])(=[O:41])[C:38]#[C:39][CH3:40]. (2) Given the product [CH3:1][O:2][C:3]([C:4]1[C:5]([CH3:9])=[C:6]([O:8][C:19](=[O:21])[CH3:20])[C:16]2[C:11](=[CH:12][CH:13]=[C:14]([F:17])[CH:15]=2)[CH:10]=1)=[O:18], predict the reactants needed to synthesize it. The reactants are: [CH3:1][O:2][C:3](=[O:18])[C:4](=[CH:10][C:11]1[CH:16]=[CH:15][C:14]([F:17])=[CH:13][CH:12]=1)[CH:5]([CH3:9])[C:6]([OH:8])=O.[C:19]([O-])(=[O:21])[CH3:20].[Na+]. (3) Given the product [C:11]1([N:10]=[C:9]=[O:20])[CH:16]=[CH:15][CH:14]=[CH:13][CH:12]=1, predict the reactants needed to synthesize it. The reactants are: ClC1N=C(Cl)C([CH2:9][NH:10][C:11]2[CH:16]=[CH:15][C:14](OC)=[CH:13][CH:12]=2)=CN=1.C[O:20]C(C)(C)C. (4) Given the product [F:13][C:4]1[C:3]([OH:14])=[C:2]([CH:7]=[CH:6][C:5]=1[O:8][CH2:9][CH2:10][CH2:11][CH3:12])[CH:26]=[O:27], predict the reactants needed to synthesize it. The reactants are: Br[C:2]1[CH:7]=[CH:6][C:5]([O:8][CH2:9][CH2:10][CH2:11][CH3:12])=[C:4]([F:13])[C:3]=1[O:14]COCCOC.C([Li])CCC.[CH:26](N1CCCCC1)=[O:27]. (5) Given the product [CH3:19][Si:18]([CH3:21])([CH3:20])[C:17]#[C:16][C:24]1[CH:29]=[C:28]([S:30]([CH2:33][CH2:34][CH3:35])(=[O:32])=[O:31])[CH:27]=[CH:26][C:25]=1[CH3:36], predict the reactants needed to synthesize it. The reactants are: C(OC(=O)COC1C=CC(Cl)=CC=1[C:16]#[C:17][Si:18]([CH3:21])([CH3:20])[CH3:19])(C)(C)C.Br[C:24]1[CH:29]=[C:28]([S:30]([CH2:33][CH2:34][CH3:35])(=[O:32])=[O:31])[CH:27]=[CH:26][C:25]=1[CH3:36]. (6) Given the product [NH2:7][C@@:2]1([CH3:1])[CH2:6][CH2:5][N:4]([C:27]2[C:28]3[O:32][C:31]([C:33]([N:35]([CH3:36])[CH3:37])=[O:34])=[N:30][C:29]=3[C:24]([C:22]#[N:23])=[C:25]([CH3:45])[C:26]=2[C:39]2[CH:40]=[CH:41][CH:42]=[CH:43][CH:44]=2)[CH2:3]1, predict the reactants needed to synthesize it. The reactants are: [CH3:1][C@:2]1([NH:7]C(=O)OC(C)(C)C)[CH2:6][CH2:5][NH:4][CH2:3]1.C(N(CC)CC)C.[C:22]([C:24]1[C:29]2[N:30]=[C:31]([C:33]([N:35]([CH3:37])[CH3:36])=[O:34])[O:32][C:28]=2[C:27](F)=[C:26]([C:39]2[CH:44]=[CH:43][CH:42]=[CH:41][CH:40]=2)[C:25]=1[CH3:45])#[N:23]. (7) Given the product [CH3:18][C:19]1[CH:26]=[CH:25][C:24]([CH3:27])=[CH:23][C:20]=1[CH2:21][N:12]1[C:13]([CH3:17])([CH3:16])[C:14](=[O:15])[N:11]1[CH:2]1[CH:3]2[CH2:4][CH:5]3[CH2:6][CH:7]([CH2:8][CH:1]1[CH2:10]3)[CH2:9]2, predict the reactants needed to synthesize it. The reactants are: [CH:1]12[CH2:10][CH:5]3[CH2:6][CH:7]([CH2:9][CH:3]([CH2:4]3)[CH:2]1[N:11]1[C:14](=[O:15])[C:13]([CH3:17])([CH3:16])[NH:12]1)[CH2:8]2.[CH3:18][C:19]1[CH:26]=[CH:25][C:24]([CH3:27])=[CH:23][C:20]=1[CH2:21]Br.